This data is from NCI-60 drug combinations with 297,098 pairs across 59 cell lines. The task is: Regression. Given two drug SMILES strings and cell line genomic features, predict the synergy score measuring deviation from expected non-interaction effect. (1) Drug 1: CCN(CC)CCNC(=O)C1=C(NC(=C1C)C=C2C3=C(C=CC(=C3)F)NC2=O)C. Drug 2: CCN(CC)CCCC(C)NC1=C2C=C(C=CC2=NC3=C1C=CC(=C3)Cl)OC. Cell line: DU-145. Synergy scores: CSS=21.7, Synergy_ZIP=-5.16, Synergy_Bliss=-4.40, Synergy_Loewe=-6.93, Synergy_HSA=-4.37. (2) Drug 1: C1CC(C1)(C(=O)O)C(=O)O.[NH2-].[NH2-].[Pt+2]. Drug 2: C1CN1C2=NC(=NC(=N2)N3CC3)N4CC4. Cell line: SK-MEL-5. Synergy scores: CSS=41.6, Synergy_ZIP=-8.79, Synergy_Bliss=-1.85, Synergy_Loewe=-19.7, Synergy_HSA=2.67. (3) Drug 1: C1=CC(=CC=C1C#N)C(C2=CC=C(C=C2)C#N)N3C=NC=N3. Drug 2: C1CN1C2=NC(=NC(=N2)N3CC3)N4CC4. Cell line: HCT116. Synergy scores: CSS=39.9, Synergy_ZIP=7.54, Synergy_Bliss=6.13, Synergy_Loewe=-3.78, Synergy_HSA=2.61. (4) Drug 1: C1=C(C(=O)NC(=O)N1)F. Drug 2: C1C(C(OC1N2C=NC3=C(N=C(N=C32)Cl)N)CO)O. Cell line: UACC-257. Synergy scores: CSS=5.94, Synergy_ZIP=-3.85, Synergy_Bliss=-7.05, Synergy_Loewe=-9.41, Synergy_HSA=-9.42. (5) Drug 1: CC12CCC(CC1=CCC3C2CCC4(C3CC=C4C5=CN=CC=C5)C)O. Cell line: HOP-92. Synergy scores: CSS=9.30, Synergy_ZIP=-1.78, Synergy_Bliss=-0.701, Synergy_Loewe=-0.735, Synergy_HSA=0.236. Drug 2: CC1=CC=C(C=C1)C2=CC(=NN2C3=CC=C(C=C3)S(=O)(=O)N)C(F)(F)F.